From a dataset of Forward reaction prediction with 1.9M reactions from USPTO patents (1976-2016). Predict the product of the given reaction. Given the reactants [CH:1]1([CH2:6][CH:7]([C:16]2[CH:17]=[N:18][C:19](F)=[CH:20][CH:21]=2)[C:8]([NH:10][C:11]2[S:12][CH:13]=[CH:14][N:15]=2)=[O:9])[CH2:5][CH2:4][CH2:3][CH2:2]1.C[S:24](C)=O, predict the reaction product. The product is: [CH:1]1([CH2:6][CH:7]([C:16]2[CH:17]=[N:18][C:19]([SH:24])=[CH:20][CH:21]=2)[C:8]([NH:10][C:11]2[S:12][CH:13]=[CH:14][N:15]=2)=[O:9])[CH2:5][CH2:4][CH2:3][CH2:2]1.